This data is from NCI-60 drug combinations with 297,098 pairs across 59 cell lines. The task is: Regression. Given two drug SMILES strings and cell line genomic features, predict the synergy score measuring deviation from expected non-interaction effect. (1) Drug 1: CS(=O)(=O)CCNCC1=CC=C(O1)C2=CC3=C(C=C2)N=CN=C3NC4=CC(=C(C=C4)OCC5=CC(=CC=C5)F)Cl. Drug 2: C1CN1C2=NC(=NC(=N2)N3CC3)N4CC4. Cell line: PC-3. Synergy scores: CSS=16.8, Synergy_ZIP=-0.841, Synergy_Bliss=-0.194, Synergy_Loewe=-17.5, Synergy_HSA=-4.16. (2) Drug 1: CC1=C2C(C(=O)C3(C(CC4C(C3C(C(C2(C)C)(CC1OC(=O)C(C(C5=CC=CC=C5)NC(=O)OC(C)(C)C)O)O)OC(=O)C6=CC=CC=C6)(CO4)OC(=O)C)OC)C)OC. Drug 2: COC1=NC(=NC2=C1N=CN2C3C(C(C(O3)CO)O)O)N. Cell line: OVCAR-4. Synergy scores: CSS=37.7, Synergy_ZIP=7.65, Synergy_Bliss=6.29, Synergy_Loewe=-49.8, Synergy_HSA=4.86. (3) Drug 1: CC1=C(C(=CC=C1)Cl)NC(=O)C2=CN=C(S2)NC3=CC(=NC(=N3)C)N4CCN(CC4)CCO. Drug 2: CCC1(C2=C(COC1=O)C(=O)N3CC4=CC5=C(C=CC(=C5CN(C)C)O)N=C4C3=C2)O.Cl. Cell line: OVCAR-5. Synergy scores: CSS=22.0, Synergy_ZIP=-6.43, Synergy_Bliss=3.38, Synergy_Loewe=-5.74, Synergy_HSA=2.44. (4) Drug 1: CCN(CC)CCCC(C)NC1=C2C=C(C=CC2=NC3=C1C=CC(=C3)Cl)OC. Drug 2: C(CN)CNCCSP(=O)(O)O. Cell line: OVCAR-8. Synergy scores: CSS=23.0, Synergy_ZIP=-0.588, Synergy_Bliss=3.90, Synergy_Loewe=-2.49, Synergy_HSA=0.510. (5) Drug 1: C1CC(=O)NC(=O)C1N2C(=O)C3=CC=CC=C3C2=O. Drug 2: C1CN(P(=O)(OC1)NCCCl)CCCl. Cell line: UACC62. Synergy scores: CSS=5.23, Synergy_ZIP=-3.87, Synergy_Bliss=-5.09, Synergy_Loewe=-5.75, Synergy_HSA=-4.26. (6) Drug 1: CC1=C(N=C(N=C1N)C(CC(=O)N)NCC(C(=O)N)N)C(=O)NC(C(C2=CN=CN2)OC3C(C(C(C(O3)CO)O)O)OC4C(C(C(C(O4)CO)O)OC(=O)N)O)C(=O)NC(C)C(C(C)C(=O)NC(C(C)O)C(=O)NCCC5=NC(=CS5)C6=NC(=CS6)C(=O)NCCC[S+](C)C)O. Drug 2: C1CN(P(=O)(OC1)NCCCl)CCCl. Cell line: SF-295. Synergy scores: CSS=43.3, Synergy_ZIP=-1.30, Synergy_Bliss=-0.485, Synergy_Loewe=1.28, Synergy_HSA=2.65. (7) Drug 1: CCC1(CC2CC(C3=C(CCN(C2)C1)C4=CC=CC=C4N3)(C5=C(C=C6C(=C5)C78CCN9C7C(C=CC9)(C(C(C8N6C=O)(C(=O)OC)O)OC(=O)C)CC)OC)C(=O)OC)O.OS(=O)(=O)O. Drug 2: CC1=C(C(CCC1)(C)C)C=CC(=CC=CC(=CC(=O)O)C)C. Cell line: OVCAR-4. Synergy scores: CSS=3.75, Synergy_ZIP=3.18, Synergy_Bliss=4.98, Synergy_Loewe=3.67, Synergy_HSA=4.17.